This data is from Catalyst prediction with 721,799 reactions and 888 catalyst types from USPTO. The task is: Predict which catalyst facilitates the given reaction. Reactant: [C:1]([O:5][C:6]([C@H:8]1[N:12]2[C:13](=[O:20])[C:14](C(O)=O)=[CH:15][N:16]=[C:11]2[CH2:10][CH2:9]1)=[O:7])([CH3:4])([CH3:3])[CH3:2].C([N:23]([CH2:26]C)CC)C.C1C=CC(P(N=[N+]=[N-])(C2C=CC=CC=2)=[O:35])=CC=1.[CH2:45]([OH:52])[C:46]1[CH:51]=[CH:50][CH:49]=[CH:48][CH:47]=1. Product: [CH2:45]([O:52][C:26]([NH:23][C:14]1[C:13](=[O:20])[N:12]2[C@H:8]([C:6]([O:5][C:1]([CH3:2])([CH3:3])[CH3:4])=[O:7])[CH2:9][CH2:10][C:11]2=[N:16][CH:15]=1)=[O:35])[C:46]1[CH:51]=[CH:50][CH:49]=[CH:48][CH:47]=1. The catalyst class is: 12.